From a dataset of Forward reaction prediction with 1.9M reactions from USPTO patents (1976-2016). Predict the product of the given reaction. (1) The product is: [F:19][C:20]([F:29])([F:30])[C:21]1[CH:22]=[C:23]([CH:26]=[CH:27][CH:28]=1)[CH2:24][NH:25][C:17]([C:12]1[C:11]2[CH:10]=[N:9][N:8]([C:5]3[CH:4]=[CH:3][C:2]([F:1])=[CH:7][CH:6]=3)[C:16]=2[CH:15]=[CH:14][N:13]=1)=[O:18]. Given the reactants [F:1][C:2]1[CH:7]=[CH:6][C:5]([N:8]2[C:16]3[CH:15]=[CH:14][N:13]=[C:12]([CH2:17][OH:18])[C:11]=3[CH:10]=[N:9]2)=[CH:4][CH:3]=1.[F:19][C:20]([F:30])([F:29])[C:21]1[CH:22]=[C:23]([CH:26]=[CH:27][CH:28]=1)[CH2:24][NH2:25].[C-]#N.[Na+], predict the reaction product. (2) Given the reactants [NH2:1][C:2]1[CH:7]=[CH:6][C:5]([C:8]2[CH:13]=[CH:12][CH:11]=[C:10]([Cl:14])[CH:9]=2)=[CH:4][C:3]=1[C:15]([CH:20]1[CH2:22][CH2:21]1)([C:17]#[C:18][CH3:19])[OH:16].[C:23](N1C=CN=C1)(N1C=CN=C1)=[O:24], predict the reaction product. The product is: [Cl:14][C:10]1[CH:9]=[C:8]([C:5]2[CH:6]=[CH:7][C:2]3[NH:1][C:23](=[O:24])[O:16][C:15]([CH:20]4[CH2:22][CH2:21]4)([C:17]#[C:18][CH3:19])[C:3]=3[CH:4]=2)[CH:13]=[CH:12][CH:11]=1. (3) The product is: [CH2:1]([N:5]([CH:8]=[CH2:9])[CH:6]=[O:7])[CH2:2][CH2:3][CH2:4][CH2:11][CH3:12]. Given the reactants [CH2:1]([N:5]([CH:8]=[CH2:9])[CH:6]=[O:7])[CH2:2][CH2:3][CH3:4].Br[CH2:11][CH2:12]CCCC.[Na+].[Cl-], predict the reaction product. (4) Given the reactants [OH:1][C:2]1[C:12]([N+:13]([O-])=O)=[CH:11][CH:10]=[CH:9][C:3]=1[C:4]([N:6]([CH3:8])[CH3:7])=[O:5].O.NN, predict the reaction product. The product is: [NH2:13][C:12]1[C:2]([OH:1])=[C:3]([CH:9]=[CH:10][CH:11]=1)[C:4]([N:6]([CH3:8])[CH3:7])=[O:5]. (5) Given the reactants [Cl:1][C:2]1[CH:3]=[CH:4][C:5]([NH:8][C:9](=[O:24])[C:10]2[CH:15]=[CH:14][CH:13]=[CH:12][C:11]=2[NH:16][CH2:17][CH:18]2[CH2:23]CNCC2)=[N:6][CH:7]=1.Cl[C:26]1[CH:31]=[CH:30][N:29]=[C:28]([C:32]([OH:34])=[O:33])[CH:27]=1.[CH2:35]([N:37](CC)CC)[CH3:36].[CH2:42](O)C, predict the reaction product. The product is: [C:32]([C:28]1[CH:27]=[C:26]([N:37]2[CH2:23][CH2:18][CH:17]([N:16]([CH3:42])[C:11]3[CH:12]=[CH:13][CH:14]=[CH:15][C:10]=3[C:9]([NH:8][C:5]3[CH:4]=[CH:3][C:2]([Cl:1])=[CH:7][N:6]=3)=[O:24])[CH2:36][CH2:35]2)[CH:31]=[CH:30][N:29]=1)([OH:34])=[O:33]. (6) Given the reactants Br[Mg][C:3]#[CH:4].[O:5]=[C:6]1[CH2:9][CH:8]([C:10]([O:12][CH2:13][CH3:14])=[O:11])[CH2:7]1, predict the reaction product. The product is: [C:3]([C:6]1([OH:5])[CH2:9][CH:8]([C:10]([O:12][CH2:13][CH3:14])=[O:11])[CH2:7]1)#[CH:4].